This data is from Full USPTO retrosynthesis dataset with 1.9M reactions from patents (1976-2016). The task is: Predict the reactants needed to synthesize the given product. (1) Given the product [NH2:1][C:4]1[CH:5]=[C:6]2[C:26](=[CH:27][CH:28]=1)[CH2:25][C@@:8]1([C:16]3[C:11](=[N:12][CH:13]=[CH:14][CH:15]=3)[N:10]([CH2:17][O:18][CH2:19][CH2:20][Si:21]([CH3:24])([CH3:23])[CH3:22])[C:9]1=[O:31])[CH2:7]2, predict the reactants needed to synthesize it. The reactants are: [N+:1]([C:4]1[CH:5]=[C:6]2[C:26](=[CH:27][CH:28]=1)[CH2:25][C:8]1([C:16]3[C:11](=[N:12][CH:13]=[CH:14][CH:15]=3)[N:10]([CH2:17][O:18][CH2:19][CH2:20][Si:21]([CH3:24])([CH3:23])[CH3:22])[CH2:9]1)[CH2:7]2)([O-])=O.CC[OH:31]. (2) The reactants are: [CH:1]1([CH2:4][CH2:5][O:6][CH2:7][C:8]2[N:13]=[C:12]([NH2:14])[CH:11]=[CH:10][CH:9]=2)[CH2:3][CH2:2]1.[Cl:15][C:16]1[CH:17]=[C:18]([S:22](Cl)(=[O:24])=[O:23])[CH:19]=[CH:20][CH:21]=1. Given the product [Cl:15][C:16]1[CH:17]=[C:18]([S:22]([NH:14][C:12]2[CH:11]=[CH:10][CH:9]=[C:8]([CH2:7][O:6][CH2:5][CH2:4][CH:1]3[CH2:3][CH2:2]3)[N:13]=2)(=[O:24])=[O:23])[CH:19]=[CH:20][CH:21]=1, predict the reactants needed to synthesize it. (3) Given the product [F:1][C:2]1[CH:3]=[C:4]2[NH:20][NH:21][CH:22]([C:23]3[CH:28]=[CH:27][C:26]([F:29])=[CH:25][CH:24]=3)[CH:13]([C:14]3[N:18]([CH3:19])[N:17]=[CH:16][N:15]=3)[C:6]3=[N:7][NH:8][C:9](=[O:12])[C:10]([CH:11]=1)=[C:5]23, predict the reactants needed to synthesize it. The reactants are: [F:1][C:2]1[CH:11]=[C:10]2[C:5]([C:6]([CH2:13][C:14]3[N:18]([CH3:19])[N:17]=[CH:16][N:15]=3)=[N:7][NH:8][C:9]2=[O:12])=[C:4]([NH:20]/[N:21]=[CH:22]/[C:23]2[CH:28]=[CH:27][C:26]([F:29])=[CH:25][CH:24]=2)[CH:3]=1.C(=O)([O-])[O-].[Cs+].[Cs+]. (4) Given the product [CH3:1][O:2][C:3](=[O:11])[CH2:4][N:5]1[N:9]=[N:8][C:7]([NH:10][C:26]([CH:24]2[C:25]3[CH:12]=[CH:13][CH:14]=[CH:15][C:16]=3[O:17][C:18]3[C:23]2=[CH:22][CH:21]=[CH:20][CH:19]=3)=[O:27])=[N:6]1, predict the reactants needed to synthesize it. The reactants are: [CH3:1][O:2][C:3](=[O:11])[CH2:4][N:5]1[N:9]=[N:8][C:7]([NH2:10])=[N:6]1.[CH:12]1[C:25]2[CH:24]([C:26](Cl)=[O:27])[C:23]3[C:18](=[CH:19][CH:20]=[CH:21][CH:22]=3)[O:17][C:16]=2[CH:15]=[CH:14][CH:13]=1. (5) Given the product [CH2:20]([O:14][C:10]([C:2]1[C:7]([F:8])=[CH:6][C:5]([Cl:9])=[CH:4][N:3]=1)=[O:12])[CH3:21], predict the reactants needed to synthesize it. The reactants are: Cl[C:2]1[C:7]([F:8])=[CH:6][C:5]([Cl:9])=[CH:4][N:3]=1.[CH2:10]([OH:12])C.[C]=[O:14].C(N([CH2:20][CH3:21])CC)C. (6) Given the product [N:10]1([CH2:9][C:8]([C:4]2[CH:3]=[C:2]([C:21]3[CH:20]=[C:19]([CH2:15][CH:16]([CH3:18])[CH3:17])[S:23][C:22]=3[S:24]([NH:27][C:28]([CH3:31])([CH3:30])[CH3:29])(=[O:26])=[O:25])[CH:7]=[CH:6][CH:5]=2)=[O:36])[C:14]2[CH:41]=[CH:42][CH:43]=[CH:44][C:13]=2[N:12]=[CH:11]1, predict the reactants needed to synthesize it. The reactants are: Br[C:2]1[CH:3]=[C:4]([CH2:8][CH2:9][N:10]2[CH:14]=[CH:13][N:12]=[CH:11]2)[CH:5]=[CH:6][CH:7]=1.[CH2:15]([C:19]1[S:23][C:22]([S:24]([NH:27][C:28]([CH3:31])([CH3:30])[CH3:29])(=[O:26])=[O:25])=[C:21](B(O)O)[CH:20]=1)[CH:16]([CH3:18])[CH3:17].C([O-])([O-])=[O:36].[Na+].[Na+].[C:41]1(C)C=C[CH:44]=[CH:43][CH:42]=1. (7) Given the product [F:27][C:21]1[C:22]([F:26])=[CH:23][CH:24]=[CH:25][C:20]=1[CH2:19][S:18][C:16]1[N:17]=[C:12]([NH:9][C:5]2([CH3:8])[CH2:6][O:7][C:2]([CH3:10])([CH3:1])[O:3][CH2:4]2)[C:13]2[S:30][C:29](=[O:31])[N:28]([CH2:32][CH2:33][S:34]([C:37]3[CH:38]=[CH:39][CH:40]=[CH:41][CH:42]=3)(=[O:35])=[O:36])[C:14]=2[N:15]=1, predict the reactants needed to synthesize it. The reactants are: [CH3:1][C:2]1([CH3:10])[O:7][CH2:6][C:5]([NH2:9])([CH3:8])[CH2:4][O:3]1.Cl[C:12]1[C:13]2[S:30][C:29](=[O:31])[N:28]([CH2:32][CH2:33][S:34]([C:37]3[CH:42]=[CH:41][CH:40]=[CH:39][CH:38]=3)(=[O:36])=[O:35])[C:14]=2[N:15]=[C:16]([S:18][CH2:19][C:20]2[CH:25]=[CH:24][CH:23]=[C:22]([F:26])[C:21]=2[F:27])[N:17]=1.FC1C(F)=CC=CC=1CSC1N=C(NC(CO)(C)CO)C2SC(=O)N(CCS(C3C=CC=CC=3)(=O)=O)C=2N=1.[CH2-]C(C)=O.